From a dataset of Peptide-MHC class I binding affinity with 185,985 pairs from IEDB/IMGT. Regression. Given a peptide amino acid sequence and an MHC pseudo amino acid sequence, predict their binding affinity value. This is MHC class I binding data. (1) The peptide sequence is EYYFRNEVF. The MHC is HLA-B08:01 with pseudo-sequence HLA-B08:01. The binding affinity (normalized) is 0.0847. (2) The peptide sequence is LQRFSVAPM. The MHC is HLA-B15:09 with pseudo-sequence HLA-B15:09. The binding affinity (normalized) is 0.0847. (3) The peptide sequence is ALSALGLLYT. The MHC is HLA-A02:06 with pseudo-sequence HLA-A02:06. The binding affinity (normalized) is 0. (4) The peptide sequence is SERFINYAI. The MHC is HLA-B83:01 with pseudo-sequence HLA-B83:01. The binding affinity (normalized) is 0.213. (5) The peptide sequence is LVLSSFFALR. The MHC is HLA-A11:01 with pseudo-sequence HLA-A11:01. The binding affinity (normalized) is 0.478.